Dataset: Catalyst prediction with 721,799 reactions and 888 catalyst types from USPTO. Task: Predict which catalyst facilitates the given reaction. (1) Reactant: [C:1]1([C@H:7]2[C@@H:11]([C:12]3[CH:17]=[CH:16][CH:15]=[CH:14][CH:13]=3)[NH:10][C:9](=[S:18])[NH:8]2)[CH:6]=[CH:5][CH:4]=[CH:3][CH:2]=1.[Cl:19][CH2:20][C:21]1[C:30]2[C:25](=[CH:26][CH:27]=[CH:28][CH:29]=2)[CH:24]=[CH:23][CH:22]=1. Product: [ClH:19].[C:21]1([CH2:20][S:18][C:9]2[NH:8][C@H:7]([C:1]3[CH:2]=[CH:3][CH:4]=[CH:5][CH:6]=3)[C@H:11]([C:12]3[CH:13]=[CH:14][CH:15]=[CH:16][CH:17]=3)[N:10]=2)[C:30]2[C:25](=[CH:26][CH:27]=[CH:28][CH:29]=2)[CH:24]=[CH:23][CH:22]=1. The catalyst class is: 14. (2) Reactant: [CH2:1]([N:8]1[CH2:14][CH:13]([C:15]2[CH:20]=[CH:19][C:18]([Cl:21])=[C:17]([Cl:22])[CH:16]=2)[CH:12]([CH2:23][O:24][Si](C(C)(C)C)(C)C)[O:11][CH2:10][C:9]1=O)[C:2]1[CH:7]=[CH:6][CH:5]=[CH:4][CH:3]=1.CO. Product: [CH2:1]([N:8]1[CH2:14][CH:13]([C:15]2[CH:20]=[CH:19][C:18]([Cl:21])=[C:17]([Cl:22])[CH:16]=2)[CH:12]([CH2:23][OH:24])[O:11][CH2:10][CH2:9]1)[C:2]1[CH:7]=[CH:6][CH:5]=[CH:4][CH:3]=1. The catalyst class is: 1. (3) Reactant: [C:1]([O:5][C:6]([NH:8][CH2:9][CH2:10][O:11][C:12]1[CH:17]=[CH:16][C:15]([CH2:18][CH:19]([OH:24])[C:20]([O:22][CH3:23])=[O:21])=[CH:14][CH:13]=1)=[O:7])([CH3:4])([CH3:3])[CH3:2].[CH2:25](Br)[C:26]1[CH:31]=[CH:30][CH:29]=[CH:28][CH:27]=1.[H-]. Product: [CH2:25]([O:24][CH:19]([CH2:18][C:15]1[CH:14]=[CH:13][C:12]([O:11][CH2:10][CH2:9][NH:8][C:6]([O:5][C:1]([CH3:3])([CH3:4])[CH3:2])=[O:7])=[CH:17][CH:16]=1)[C:20]([O:22][CH3:23])=[O:21])[C:26]1[CH:31]=[CH:30][CH:29]=[CH:28][CH:27]=1. The catalyst class is: 682. (4) Reactant: [C:1]([O:5][C:6]([NH:8][CH2:9][C:10]([OH:12])=[O:11])=[O:7])([CH3:4])([CH3:3])[CH3:2].C([O-])(O)=O.[Na+].[CH2:18](Cl)[Cl:19]. Product: [C:1]([O:5][C:6]([NH:8][CH2:9][C:10]([O:12][CH2:18][Cl:19])=[O:11])=[O:7])([CH3:4])([CH3:2])[CH3:3]. The catalyst class is: 6. (5) Reactant: Cl[CH2:2][C:3]([NH:5][C:6]1[CH:19]=[CH:18][C:9]2[O:10][C:11]3[CH2:17][CH2:16][CH2:15][CH2:14][CH2:13][C:12]=3[C:8]=2[CH:7]=1)=[O:4].[CH3:20][N:21]1[CH2:26][CH2:25][NH:24][CH2:23][CH2:22]1.C(=O)([O-])[O-].[Cs+].[Cs+].FC(F)(F)C(O)=O. Product: [CH3:20][N:21]1[CH2:26][CH2:25][N:24]([CH2:2][C:3]([NH:5][C:6]2[CH:19]=[CH:18][C:9]3[O:10][C:11]4[CH2:17][CH2:16][CH2:15][CH2:14][CH2:13][C:12]=4[C:8]=3[CH:7]=2)=[O:4])[CH2:23][CH2:22]1. The catalyst class is: 10. (6) Reactant: [CH3:1][NH2:2].[CH3:3][O:4][C:5]1[CH:22]=[CH:21][C:20]2[C:7](=[CH:8][CH:9]=[C:10]3[C:19]=2[CH:18]([C:23]2[CH:28]=[CH:27][C:26]([O:29][CH2:30][CH2:31][N:32]4[CH2:37][CH2:36][CH2:35][CH2:34][CH2:33]4)=[CH:25][CH:24]=2)[O:17][C:16]2[C:11]3=[CH:12][CH:13]=[C:14]([C:38](O)=[O:39])[CH:15]=2)[CH:6]=1.C(Cl)(=O)C([Cl:44])=O. Product: [ClH:44].[CH3:1][NH:2][C:38]([C:14]1[CH:15]=[C:16]2[C:11](=[CH:12][CH:13]=1)[C:10]1[C:19](=[C:20]3[C:7](=[CH:8][CH:9]=1)[CH:6]=[C:5]([O:4][CH3:3])[CH:22]=[CH:21]3)[CH:18]([C:23]1[CH:24]=[CH:25][C:26]([O:29][CH2:30][CH2:31][N:32]3[CH2:37][CH2:36][CH2:35][CH2:34][CH2:33]3)=[CH:27][CH:28]=1)[O:17]2)=[O:39]. The catalyst class is: 2. (7) Reactant: [BH4-].[Na+].[CH2:3]([O:10][C:11]1[CH:12]=[C:13]([CH2:17][CH2:18][NH:19][CH2:20][C:21]([N:23]([CH3:25])[CH3:24])=[O:22])[CH:14]=[CH:15][CH:16]=1)[C:4]1[CH:9]=[CH:8][CH:7]=[CH:6][CH:5]=1.[O:26]1[CH2:30][CH2:29][CH:28]([CH:31]=O)[CH2:27]1.[Cl-:33].[NH4+]. Product: [ClH:33].[CH2:3]([O:10][C:11]1[CH:12]=[C:13]([CH2:17][CH2:18][N:19]([CH2:31][CH:28]2[CH2:29][CH2:30][O:26][CH2:27]2)[CH2:20][C:21]([N:23]([CH3:24])[CH3:25])=[O:22])[CH:14]=[CH:15][CH:16]=1)[C:4]1[CH:9]=[CH:8][CH:7]=[CH:6][CH:5]=1. The catalyst class is: 26. (8) Reactant: [CH:1]([O:4][C:5]([C:7]1[S:11][C:10]([CH2:12][CH2:13][C:14](O)=[O:15])=[CH:9][CH:8]=1)=[O:6])([CH3:3])[CH3:2]. Product: [OH:15][CH2:14][CH2:13][CH2:12][C:10]1[S:11][C:7]([C:5]([O:4][CH:1]([CH3:3])[CH3:2])=[O:6])=[CH:8][CH:9]=1. The catalyst class is: 1. (9) Reactant: [CH2:1]([N:3]1[CH:7]=[C:6]([CH2:8]O)[C:5]([C:10]([F:13])([F:12])[F:11])=[N:4]1)[CH3:2].P(Br)(Br)[Br:15]. Product: [Br:15][CH2:8][C:6]1[C:5]([C:10]([F:13])([F:12])[F:11])=[N:4][N:3]([CH2:1][CH3:2])[CH:7]=1. The catalyst class is: 27.